From a dataset of Forward reaction prediction with 1.9M reactions from USPTO patents (1976-2016). Predict the product of the given reaction. (1) Given the reactants [NH2:1][C:2]1[C:11]2[N:12]=[C:13]([CH2:27][O:28][CH2:29][CH3:30])[N:14]([CH2:15][CH2:16][CH2:17][CH2:18][NH:19]C(=O)OC(C)(C)C)[C:10]=2[C:9]2[CH:8]=[CH:7][C:6]([C:31]3[CH:32]=[N:33][CH:34]=[CH:35][CH:36]=3)=[CH:5][C:4]=2[N:3]=1, predict the reaction product. The product is: [NH2:19][CH2:18][CH2:17][CH2:16][CH2:15][N:14]1[C:10]2[C:9]3[CH:8]=[CH:7][C:6]([C:31]4[CH:32]=[N:33][CH:34]=[CH:35][CH:36]=4)=[CH:5][C:4]=3[N:3]=[C:2]([NH2:1])[C:11]=2[N:12]=[C:13]1[CH2:27][O:28][CH2:29][CH3:30]. (2) The product is: [C:6]([CH2:7][O:8][C:9]1[C:13]2=[N:14][CH:15]=[C:16]([C:18]([F:20])([F:19])[F:21])[CH:17]=[C:12]2[S:11][C:10]=1[C:22]([OH:24])=[O:23])([OH:26])=[O:5]. Given the reactants C([O:5][C:6](=[O:26])[CH2:7][O:8][C:9]1[C:13]2=[N:14][CH:15]=[C:16]([C:18]([F:21])([F:20])[F:19])[CH:17]=[C:12]2[S:11][C:10]=1[C:22]([O:24]C)=[O:23])(C)(C)C.O.[OH-].[Li+], predict the reaction product. (3) Given the reactants [Cl:1][C:2]1[C:3]([C:12]([F:15])([F:14])[F:13])=[C:4]([OH:11])[C:5]([N+:8]([O-:10])=[O:9])=[CH:6][CH:7]=1.[C:16](=O)([O-])[O-].[Cs+].[Cs+].IC.O, predict the reaction product. The product is: [Cl:1][C:2]1[CH:7]=[CH:6][C:5]([N+:8]([O-:10])=[O:9])=[C:4]([O:11][CH3:16])[C:3]=1[C:12]([F:13])([F:14])[F:15]. (4) Given the reactants [H-].[Na+].[F:3][C:4]([F:18])([F:17])[C:5]1[CH:10]=[CH:9][N:8]=[C:7]([C:11]2[NH:12][O:13][C:14](=[O:16])[N:15]=2)[CH:6]=1.Br[CH2:20][C:21]#[N:22].[Cl-].[NH4+], predict the reaction product. The product is: [C:21]([CH2:20][N:15]1[C:14](=[O:16])[O:13][N:12]=[C:11]1[C:7]1[CH:6]=[C:5]([C:4]([F:3])([F:17])[F:18])[CH:10]=[CH:9][N:8]=1)#[N:22]. (5) The product is: [C:1]([C@@H:3]([NH:9][C:10]([C@@H:12]1[CH2:17][CH2:16][CH2:15][CH2:14][C@@H:13]1[NH:18][C:19]([C:21]1[N:22]([CH3:30])[C:23]2[C:28]([CH:29]=1)=[CH:27][CH:26]=[CH:25][CH:24]=2)=[O:20])=[O:11])[CH2:4][CH2:5][C:6]([N:31]1[CH2:36][CH2:35][O:34][CH2:33][CH2:32]1)=[O:8])#[N:2]. Given the reactants [C:1]([C@@H:3]([NH:9][C:10]([C@@H:12]1[CH2:17][CH2:16][CH2:15][CH2:14][C@@H:13]1[NH:18][C:19]([C:21]1[N:22]([CH3:30])[C:23]2[C:28]([CH:29]=1)=[CH:27][CH:26]=[CH:25][CH:24]=2)=[O:20])=[O:11])[CH2:4][CH2:5][C:6]([OH:8])=O)#[N:2].[NH:31]1[CH2:36][CH2:35][O:34][CH2:33][CH2:32]1.CCN=C=NCCCN(C)C.Cl.C1C=CC2N(O)N=NC=2C=1.CN1CCOCC1, predict the reaction product. (6) The product is: [CH3:16][N:4]1[C:5]2[C:10](=[CH:9][C:8]([O:11][C:12]([F:15])([F:14])[F:13])=[CH:7][CH:6]=2)[C:2]([Sn:26]([CH2:28][CH2:29][CH2:30][CH3:31])([CH2:32][CH2:33][CH2:34][CH3:35])[CH2:22][CH2:23][CH2:24][CH3:25])=[N:3]1. Given the reactants I[C:2]1[C:10]2[C:5](=[CH:6][CH:7]=[C:8]([O:11][C:12]([F:15])([F:14])[F:13])[CH:9]=2)[N:4]([CH3:16])[N:3]=1.C([Mg]Cl)(C)C.[CH2:22]([Sn:26]([CH2:32][CH2:33][CH2:34][CH3:35])([CH2:28][CH2:29][CH2:30][CH3:31])Cl)[CH2:23][CH2:24][CH3:25], predict the reaction product. (7) Given the reactants CS(N)(=O)=O.C1(S(N)(=O)=O)CC1.C(C1(COC2C(C3CC3)=CC(C(O)=O)=C(F)C=2)C2CC3CC(CC1C3)C2)#N.[CH:40]1([C:43]2[C:44]([O:53][CH:54]3[CH2:59][CH2:58][C:57]([F:61])([F:60])[CH2:56][CH2:55]3)=[CH:45][C:46]([F:52])=[C:47]([CH:51]=2)[C:48](O)=[O:49])[CH2:42][CH2:41]1.[N:62]1([S:66]([NH2:69])(=[O:68])=[O:67])[CH2:65][CH2:64][CH2:63]1, predict the reaction product. The product is: [N:62]1([S:66]([NH:69][C:48](=[O:49])[C:47]2[CH:51]=[C:43]([CH:40]3[CH2:41][CH2:42]3)[C:44]([O:53][CH:54]3[CH2:59][CH2:58][C:57]([F:60])([F:61])[CH2:56][CH2:55]3)=[CH:45][C:46]=2[F:52])(=[O:68])=[O:67])[CH2:65][CH2:64][CH2:63]1. (8) Given the reactants [CH3:1][O:2][CH2:3][C:4]1[S:5][C:6]2[CH:12]=[CH:11][C:10]([C:13]([O:15]CC)=[O:14])=[CH:9][C:7]=2[N:8]=1.[OH-].[Na+], predict the reaction product. The product is: [CH3:1][O:2][CH2:3][C:4]1[S:5][C:6]2[CH:12]=[CH:11][C:10]([C:13]([OH:15])=[O:14])=[CH:9][C:7]=2[N:8]=1. (9) Given the reactants [CH:1]1([N:4]2[CH2:9][CH2:8][NH:7][CH2:6][CH2:5]2)[CH2:3][CH2:2]1.[Cl:10][C:11]1[CH:20]=[CH:19][C:18]2[C:13](=[C:14]([F:22])[CH:15]=[C:16]([F:21])[CH:17]=2)[N:12]=1, predict the reaction product. The product is: [ClH:10].[CH:1]1([N:4]2[CH2:9][CH2:8][N:7]([C:11]3[CH:20]=[CH:19][C:18]4[C:13](=[C:14]([F:22])[CH:15]=[C:16]([F:21])[CH:17]=4)[N:12]=3)[CH2:6][CH2:5]2)[CH2:3][CH2:2]1. (10) Given the reactants [CH2:1]([O:3][C:4](=[O:16])[CH:5]([C:9]1[CH:14]=[CH:13][C:12](Br)=[CH:11][CH:10]=1)[CH:6]([CH3:8])[CH3:7])[CH3:2].[B:17]1([B:17]2[O:21][C:20]([CH3:23])([CH3:22])[C:19]([CH3:25])([CH3:24])[O:18]2)[O:21][C:20]([CH3:23])([CH3:22])[C:19]([CH3:25])([CH3:24])[O:18]1, predict the reaction product. The product is: [CH2:1]([O:3][C:4](=[O:16])[CH:5]([C:9]1[CH:14]=[CH:13][C:12]([B:17]2[O:21][C:20]([CH3:23])([CH3:22])[C:19]([CH3:25])([CH3:24])[O:18]2)=[CH:11][CH:10]=1)[CH:6]([CH3:8])[CH3:7])[CH3:2].